This data is from Full USPTO retrosynthesis dataset with 1.9M reactions from patents (1976-2016). The task is: Predict the reactants needed to synthesize the given product. (1) The reactants are: [CH2:1]([N:8]([CH2:17][C:18]1[CH:23]=[CH:22][CH:21]=[CH:20][CH:19]=1)[CH:9]1[CH2:14][CH2:13][CH:12]([NH:15][CH3:16])[CH2:11][CH2:10]1)[C:2]1[CH:7]=[CH:6][CH:5]=[CH:4][CH:3]=1.[CH3:24][S:25](Cl)(=[O:27])=[O:26]. Given the product [CH2:17]([N:8]([CH2:1][C:2]1[CH:3]=[CH:4][CH:5]=[CH:6][CH:7]=1)[CH:9]1[CH2:14][CH2:13][CH:12]([N:15]([CH3:16])[S:25]([CH3:24])(=[O:27])=[O:26])[CH2:11][CH2:10]1)[C:18]1[CH:23]=[CH:22][CH:21]=[CH:20][CH:19]=1, predict the reactants needed to synthesize it. (2) Given the product [Cl:50][C:51]1[C:60]2[C:55](=[CH:56][CH:57]=[CH:58][CH:59]=2)[C:54]([C:41]2[C:40]3[C:44](=[C:36]([F:35])[CH:37]=[C:38]([S:46]([CH3:49])(=[O:47])=[O:48])[CH:39]=3)[NH:43][C:42]=2[CH3:45])=[N:53][N:52]=1, predict the reactants needed to synthesize it. The reactants are: ClC1C=C2C(=CC=1)N(CC(O)=O)C(C)=C2C1C2C(=CC=CC=2)C(=O)N(CC2C=CC(Cl)=CC=2)N=1.[F:35][C:36]1[CH:37]=[C:38]([S:46]([CH3:49])(=[O:48])=[O:47])[CH:39]=[C:40]2[C:44]=1[NH:43][C:42]([CH3:45])=[CH:41]2.[Cl:50][C:51]1[C:60]2[C:55](=[CH:56][CH:57]=[CH:58][CH:59]=2)[C:54](Cl)=[N:53][N:52]=1.[Cl-].[Al+3].[Cl-].[Cl-]. (3) Given the product [Si:1]([O:9][C:10]1[CH:11]=[CH:12][C:13]([CH2:16][C:17]([O:19][CH2:20][C:21]2[CH:22]=[CH:23][CH:24]=[CH:25][CH:26]=2)=[O:18])=[CH:14][CH:15]=1)([C:4]([CH3:7])([CH3:6])[CH3:5])([CH3:3])[CH3:2], predict the reactants needed to synthesize it. The reactants are: [Si:1](Cl)([C:4]([CH3:7])([CH3:6])[CH3:5])([CH3:3])[CH3:2].[OH:9][C:10]1[CH:15]=[CH:14][C:13]([CH2:16][C:17]([O:19][CH2:20][C:21]2[CH:26]=[CH:25][CH:24]=[CH:23][CH:22]=2)=[O:18])=[CH:12][CH:11]=1.N1C=CN=C1.